This data is from Catalyst prediction with 721,799 reactions and 888 catalyst types from USPTO. The task is: Predict which catalyst facilitates the given reaction. Reactant: [NH2:1][C:2]1[N:7]=[CH:6][N:5]=[C:4]2[N:8]([CH:12]([C:14]3[CH:15]=[C:16]4[N:21]([C:22]=3[CH2:23][N:24]3[CH2:27][C:26]5([CH2:32][CH2:31][N:30]([C:33]([O:35][C:36]([CH3:39])([CH3:38])[CH3:37])=[O:34])[CH2:29][CH2:28]5)[CH2:25]3)[CH:20]=[CH:19][CH:18]=[CH:17]4)[CH3:13])[N:9]=[C:10](I)[C:3]=12.[F:40][C:41]1[CH:42]=[C:43](B(O)O)[CH:44]=[C:45]([OH:47])[CH:46]=1.CCO.C([O-])([O-])=O.[Na+].[Na+]. Product: [NH2:1][C:2]1[N:7]=[CH:6][N:5]=[C:4]2[N:8]([CH:12]([C:14]3[CH:15]=[C:16]4[N:21]([C:22]=3[CH2:23][N:24]3[CH2:27][C:26]5([CH2:32][CH2:31][N:30]([C:33]([O:35][C:36]([CH3:39])([CH3:38])[CH3:37])=[O:34])[CH2:29][CH2:28]5)[CH2:25]3)[CH:20]=[CH:19][CH:18]=[CH:17]4)[CH3:13])[N:9]=[C:10]([C:43]3[CH:44]=[C:45]([OH:47])[CH:46]=[C:41]([F:40])[CH:42]=3)[C:3]=12. The catalyst class is: 104.